Dataset: TCR-epitope binding with 47,182 pairs between 192 epitopes and 23,139 TCRs. Task: Binary Classification. Given a T-cell receptor sequence (or CDR3 region) and an epitope sequence, predict whether binding occurs between them. (1) The epitope is LLLGIGILV. The TCR CDR3 sequence is CASSQEAQGLGEKLFF. Result: 1 (the TCR binds to the epitope). (2) Result: 1 (the TCR binds to the epitope). The TCR CDR3 sequence is CASSTRQNTEAFF. The epitope is KRWIILGLNK. (3) The epitope is IVDTVSALV. The TCR CDR3 sequence is CASSAGQYYGYTF. Result: 0 (the TCR does not bind to the epitope). (4) The epitope is NYSGVVTTVMF. The TCR CDR3 sequence is CSVVIIRGTGVYNEQFF. Result: 0 (the TCR does not bind to the epitope). (5) The TCR CDR3 sequence is CASSDSLDGYTF. The epitope is YLQPRTFLL. Result: 1 (the TCR binds to the epitope).